This data is from TCR-epitope binding with 47,182 pairs between 192 epitopes and 23,139 TCRs. The task is: Binary Classification. Given a T-cell receptor sequence (or CDR3 region) and an epitope sequence, predict whether binding occurs between them. (1) The epitope is KTSVDCTMYI. The TCR CDR3 sequence is CASSLGPQPEGYTF. Result: 0 (the TCR does not bind to the epitope). (2) The epitope is RLQSLQTYV. The TCR CDR3 sequence is CASSQVHLGQSTLNTEAFF. Result: 0 (the TCR does not bind to the epitope). (3) The epitope is QARQMVQAMRTIGTHP. The TCR CDR3 sequence is CSAHGDLNTGELFF. Result: 0 (the TCR does not bind to the epitope). (4) The epitope is KLMNIQQKL. The TCR CDR3 sequence is CASSLDSQSSGNTIYF. Result: 0 (the TCR does not bind to the epitope). (5) The epitope is NQKLIANQF. The TCR CDR3 sequence is CASSSIGALGSQETQYF. Result: 0 (the TCR does not bind to the epitope). (6) The epitope is SLVKPSFYV. The TCR CDR3 sequence is CASSGITSGEYTIYF. Result: 0 (the TCR does not bind to the epitope).